The task is: Predict which catalyst facilitates the given reaction.. This data is from Catalyst prediction with 721,799 reactions and 888 catalyst types from USPTO. (1) Reactant: [C:1]([C:5]1[CH:6]=[C:7]([N+:15]([O-:17])=[O:16])[C:8]([O:13][CH3:14])=[C:9]([CH:12]=1)[CH:10]=[O:11])([CH3:4])([CH3:3])[CH3:2].[BH4-].[Na+].[Cl-].[NH4+]. Product: [C:1]([C:5]1[CH:6]=[C:7]([N+:15]([O-:17])=[O:16])[C:8]([O:13][CH3:14])=[C:9]([CH2:10][OH:11])[CH:12]=1)([CH3:4])([CH3:2])[CH3:3]. The catalyst class is: 5. (2) Reactant: [CH2:1]([O:8][C:9]1[CH:16]=[CH:15][CH:14]=[CH:13][C:10]=1[CH:11]=[O:12])[C:2]1[CH:7]=[CH:6][CH:5]=[CH:4][CH:3]=1.[BH4-].[Na+].[F:19][C:20]1[CH:21]=[C:22]([CH2:28][CH2:29][C:30]([O:32][CH2:33][CH3:34])=[O:31])[CH:23]=[C:24]([F:27])[C:25]=1O.C(P(CCCC)CCCC)CCC.N(C(N1CCCCC1)=O)=NC(N1CCCCC1)=O. Product: [CH2:1]([O:8][C:9]1[CH:16]=[CH:15][CH:14]=[CH:13][C:10]=1[CH2:11][O:12][C:25]1[C:24]([F:27])=[CH:23][C:22]([CH2:28][CH2:29][C:30]([O:32][CH2:33][CH3:34])=[O:31])=[CH:21][C:20]=1[F:19])[C:2]1[CH:3]=[CH:4][CH:5]=[CH:6][CH:7]=1. The catalyst class is: 24. (3) Reactant: [OH:1][CH2:2][C:3]1[CH:8]=[C:7]([CH3:9])[C:6]([OH:10])=[C:5]([CH3:11])[CH:4]=1.Br[CH2:13][C:14]([O:16][CH2:17][CH3:18])=[O:15].C(=O)([O-])[O-].[Cs+].[Cs+]. Product: [CH2:17]([O:16][C:14](=[O:15])[CH2:13][O:10][C:6]1[C:5]([CH3:11])=[CH:4][C:3]([CH2:2][OH:1])=[CH:8][C:7]=1[CH3:9])[CH3:18]. The catalyst class is: 10. (4) Reactant: [N:1]([O-])=O.[Na+].[ClH:5].C(OC([N:11]1[C:15]([NH2:16])=[C:14]([C:17]#[C:18][C:19]2[CH:24]=[CH:23][CH:22]=[CH:21][CH:20]=2)[CH:13]=[N:12]1)C)C.C([O-])([O-])=O.[Na+].[Na+].C([O-])(O)=O.[Na+]. Product: [Cl:5][C:17]1[C:18]([C:19]2[CH:24]=[CH:23][CH:22]=[CH:21][CH:20]=2)=[N:1][N:16]=[C:15]2[NH:11][N:12]=[CH:13][C:14]=12. The catalyst class is: 2. (5) Reactant: [CH2:1]([O:3][C:4](=[O:16])[C:5](O)=[CH:6][C:7]([CH:9]1[CH2:14][CH2:13][CH2:12][CH2:11][CH2:10]1)=[O:8])[CH3:2].Cl.[NH2:18]O. Product: [CH2:1]([O:3][C:4]([C:5]1[CH:6]=[C:7]([CH:9]2[CH2:14][CH2:13][CH2:12][CH2:11][CH2:10]2)[O:8][N:18]=1)=[O:16])[CH3:2]. The catalyst class is: 353. (6) Reactant: O(C1C=CC(P2(=S)SP(=S)(C3C=CC(OC4C=CC=CC=4)=CC=3)[S:15]2)=CC=1)C1C=CC=CC=1.[C:33]([O:37][C:38]([N:40]1[CH2:45][CH2:44][N:43]([CH2:46][C:47]2[CH:52]=[CH:51][CH:50]=[C:49]([C:53](=O)[N:54]([CH3:56])[CH3:55])[CH:48]=2)[CH2:42][CH2:41]1)=[O:39])([CH3:36])([CH3:35])[CH3:34]. Product: [C:33]([O:37][C:38]([N:40]1[CH2:45][CH2:44][N:43]([CH2:46][C:47]2[CH:52]=[CH:51][CH:50]=[C:49]([C:53](=[S:15])[N:54]([CH3:56])[CH3:55])[CH:48]=2)[CH2:42][CH2:41]1)=[O:39])([CH3:36])([CH3:35])[CH3:34]. The catalyst class is: 57. (7) Reactant: [F:1][C:2]1[CH:7]=[C:6]([N+:8]([O-:10])=[O:9])[CH:5]=[CH:4][C:3]=1[C:11]([CH3:20])([C:16](OC)=[O:17])[C:12](OC)=[O:13].[BH4-].[Na+]. Product: [F:1][C:2]1[CH:7]=[C:6]([N+:8]([O-:10])=[O:9])[CH:5]=[CH:4][C:3]=1[C:11]([CH3:20])([CH2:16][OH:17])[CH2:12][OH:13]. The catalyst class is: 24.